This data is from NCI-60 drug combinations with 297,098 pairs across 59 cell lines. The task is: Regression. Given two drug SMILES strings and cell line genomic features, predict the synergy score measuring deviation from expected non-interaction effect. (1) Drug 2: C(CC(=O)O)C(=O)CN.Cl. Synergy scores: CSS=31.8, Synergy_ZIP=19.9, Synergy_Bliss=27.5, Synergy_Loewe=24.1, Synergy_HSA=22.2. Cell line: HL-60(TB). Drug 1: CC12CCC(CC1=CCC3C2CCC4(C3CC=C4C5=CN=CC=C5)C)O. (2) Drug 1: CC(C1=C(C=CC(=C1Cl)F)Cl)OC2=C(N=CC(=C2)C3=CN(N=C3)C4CCNCC4)N. Drug 2: C1CCC(C1)C(CC#N)N2C=C(C=N2)C3=C4C=CNC4=NC=N3. Cell line: RXF 393. Synergy scores: CSS=2.82, Synergy_ZIP=-1.19, Synergy_Bliss=-0.404, Synergy_Loewe=-0.850, Synergy_HSA=-0.856. (3) Synergy scores: CSS=9.84, Synergy_ZIP=-4.10, Synergy_Bliss=0.881, Synergy_Loewe=-0.405, Synergy_HSA=0.661. Cell line: EKVX. Drug 2: C1CN(CCN1C(=O)CCBr)C(=O)CCBr. Drug 1: CC1=C(C(CCC1)(C)C)C=CC(=CC=CC(=CC(=O)O)C)C. (4) Drug 1: CS(=O)(=O)C1=CC(=C(C=C1)C(=O)NC2=CC(=C(C=C2)Cl)C3=CC=CC=N3)Cl. Synergy scores: CSS=42.5, Synergy_ZIP=13.4, Synergy_Bliss=17.1, Synergy_Loewe=3.38, Synergy_HSA=15.7. Cell line: UACC62. Drug 2: CCC1(CC2CC(C3=C(CCN(C2)C1)C4=CC=CC=C4N3)(C5=C(C=C6C(=C5)C78CCN9C7C(C=CC9)(C(C(C8N6C=O)(C(=O)OC)O)OC(=O)C)CC)OC)C(=O)OC)O.OS(=O)(=O)O. (5) Drug 1: CCCCC(=O)OCC(=O)C1(CC(C2=C(C1)C(=C3C(=C2O)C(=O)C4=C(C3=O)C=CC=C4OC)O)OC5CC(C(C(O5)C)O)NC(=O)C(F)(F)F)O. Drug 2: N.N.Cl[Pt+2]Cl. Cell line: CAKI-1. Synergy scores: CSS=38.9, Synergy_ZIP=-1.90, Synergy_Bliss=0.568, Synergy_Loewe=1.60, Synergy_HSA=5.38.